Dataset: Catalyst prediction with 721,799 reactions and 888 catalyst types from USPTO. Task: Predict which catalyst facilitates the given reaction. (1) The catalyst class is: 5. Product: [NH2:14][C:12]1[CH:11]=[C:10]([C:17]([O:19][CH3:20])=[O:18])[CH:9]=[C:8]([C:5]2[CH:4]=[CH:3][C:2]([CH3:1])=[CH:7][CH:6]=2)[CH:13]=1. Reactant: [CH3:1][C:2]1[CH:7]=[CH:6][C:5]([C:8]2[CH:13]=[C:12]([N+:14]([O-])=O)[CH:11]=[C:10]([C:17]([O:19][CH3:20])=[O:18])[CH:9]=2)=[CH:4][CH:3]=1.[Sn](Cl)Cl. (2) Product: [CH3:25][C:2]1[C:3]([N:20]([CH3:24])[CH:21]([CH3:23])[CH3:22])=[N:4][C:5]2[O:11][CH2:10][CH2:9][N:8]([C:12]([O:14][C:15]([CH3:18])([CH3:17])[CH3:16])=[O:13])[CH2:7][C:6]=2[N:19]=1. The catalyst class is: 103. Reactant: Br[C:2]1[C:3]([N:20]([CH3:24])[CH:21]([CH3:23])[CH3:22])=[N:4][C:5]2[O:11][CH2:10][CH2:9][N:8]([C:12]([O:14][C:15]([CH3:18])([CH3:17])[CH3:16])=[O:13])[CH2:7][C:6]=2[N:19]=1.[CH3:25]B(O)O.P([O-])([O-])([O-])=O.[K+].[K+].[K+].COCCOC. (3) Reactant: [CH2:1]([O:3][CH:4]([O:6][CH:7]1[CH2:19][CH2:18][C:17]([O:21][CH:22]([O:24][CH2:25][CH3:26])[CH3:23])([CH3:20])[CH:16]([OH:27])[CH:15]=[CH:14][CH:13]([CH3:28])[CH:12](/[C:29](/[CH3:56])=[CH:30]/[CH:31]=[CH:32]/[C:33]([O:50][CH:51]([O:53][CH2:54][CH3:55])[CH3:52])([CH3:49])[CH2:34][CH:35]2[O:48][CH:36]2[CH:37]([CH3:47])[CH:38]([O:41][CH:42]([O:44][CH2:45][CH3:46])[CH3:43])[CH2:39][CH3:40])[O:11][C:9](=[O:10])[CH2:8]1)[CH3:5])[CH3:2].C(N(CC)CC)C.ClC(O[C:68]1[CH:73]=[CH:72][C:71]([N+:74]([O-:76])=[O:75])=[CH:70][CH:69]=1)=O.[C:77]([O:80]CC)(=[O:79])C. Product: [CH2:1]([O:3][CH:4]([O:6][CH:7]1[CH2:19][CH2:18][C:17]([O:21][CH:22]([O:24][CH2:25][CH3:26])[CH3:23])([CH3:20])[CH:16]([O:27][C:68]2[CH:73]=[CH:72][C:71]([N+:74]([O-:76])=[O:75])=[CH:70][CH:69]=2)[CH:15]=[CH:14][CH:13]([CH3:28])[CH:12](/[C:29](/[CH3:56])=[CH:30]/[CH:31]=[CH:32]/[C:33]([O:50][CH:51]([O:53][CH2:54][CH3:55])[CH3:52])([CH3:49])[CH2:34][CH:35]2[O:48][CH:36]2[CH:37]([CH3:47])[CH:38]([O:41][CH:42]([O:44][CH2:45][CH3:46])[CH3:43])[CH2:39][CH3:40])[O:11][C:9](=[O:10])[CH:8]1[C:77]([OH:80])=[O:79])[CH3:5])[CH3:2]. The catalyst class is: 4. (4) Reactant: [F:1][C:2]1([F:35])[O:6][C:5]2[CH:7]=[CH:8][C:9]([C:11]3([C:14]([NH:16][C:17]4[N:22]=[C:21]([C:23]5[CH:24]=[N:25][C:26]([O:32][CH3:33])=[C:27]([C:29](O)=[O:30])[CH:28]=5)[C:20]([CH3:34])=[CH:19][CH:18]=4)=[O:15])[CH2:13][CH2:12]3)=[CH:10][C:4]=2[O:3]1.[CH3:36][NH:37][CH3:38].C(N(CC)CC)C.CN(C(ON1N=NC2C=CC=NC1=2)=[N+](C)C)C.F[P-](F)(F)(F)(F)F. Product: [F:35][C:2]1([F:1])[O:6][C:5]2[CH:7]=[CH:8][C:9]([C:11]3([C:14]([NH:16][C:17]4[N:22]=[C:21]([C:23]5[CH:24]=[N:25][C:26]([O:32][CH3:33])=[C:27]([C:29]([N:37]([CH3:38])[CH3:36])=[O:30])[CH:28]=5)[C:20]([CH3:34])=[CH:19][CH:18]=4)=[O:15])[CH2:12][CH2:13]3)=[CH:10][C:4]=2[O:3]1. The catalyst class is: 9. (5) Reactant: [NH2:1][C:2]1[N:3]=[C:4]([NH:9][CH2:10][CH2:11][NH:12]C(=O)OC(C)(C)C)[S:5][C:6]=1[C:7]#[N:8].[ClH:20]. Product: [ClH:20].[ClH:20].[NH2:1][C:2]1[N:3]=[C:4]([NH:9][CH2:10][CH2:11][NH2:12])[S:5][C:6]=1[C:7]#[N:8]. The catalyst class is: 12.